This data is from Catalyst prediction with 721,799 reactions and 888 catalyst types from USPTO. The task is: Predict which catalyst facilitates the given reaction. (1) Reactant: [Br:1][C:2]1[C:7](=[O:8])[N:6]([C:9]2[CH:10]=[C:11]([CH:15]=[CH:16][C:17]=2[CH3:18])[C:12]([OH:14])=O)[C:5]([CH3:19])=[N:4][C:3]=1[O:20][CH2:21][C:22]1[CH:27]=[CH:26][C:25]([F:28])=[CH:24][C:23]=1[F:29].[CH2:30]([O:34]C(Cl)=O)C(C)C.C[N:39]1CC[O:42][CH2:41][CH2:40]1. Product: [Br:1][C:2]1[C:7](=[O:8])[N:6]([C:9]2[CH:10]=[C:11]([CH:15]=[CH:16][C:17]=2[CH3:18])[C:12]([NH:39][CH2:40][C@H:41]([OH:42])[CH2:30][OH:34])=[O:14])[C:5]([CH3:19])=[N:4][C:3]=1[O:20][CH2:21][C:22]1[CH:27]=[CH:26][C:25]([F:28])=[CH:24][C:23]=1[F:29]. The catalyst class is: 204. (2) Reactant: O1CCCC1.[C:6]([C:8]1([OH:23])[C:19]([CH3:21])([CH3:20])[CH2:18][C:11]2([O:15][CH:14]([CH3:16])[CH:13]([CH3:17])[O:12]2)[CH:10]=[C:9]1[CH3:22])#[CH:7].[CH2:24]([SnH:28]([CH2:33][CH2:34][CH2:35][CH3:36])[CH2:29][CH2:30][CH2:31][CH3:32])[CH2:25][CH2:26][CH3:27]. Product: [CH3:16][CH:14]1[CH:13]([CH3:17])[O:12][C:11]2([CH2:18][C:19]([CH3:21])([CH3:20])[C:8](/[CH:6]=[CH:7]/[Sn:28]([CH2:29][CH2:30][CH2:31][CH3:32])([CH2:33][CH2:34][CH2:35][CH3:36])[CH2:24][CH2:25][CH2:26][CH3:27])([OH:23])[C:9]([CH3:22])=[CH:10]2)[O:15]1. The catalyst class is: 103.